From a dataset of Retrosynthesis with 50K atom-mapped reactions and 10 reaction types from USPTO. Predict the reactants needed to synthesize the given product. (1) Given the product COC(=O)c1ccc([N+](=O)[O-])c2c1CC(C)(C)O2, predict the reactants needed to synthesize it. The reactants are: C=C(C)Cc1c(C(=O)OC)ccc([N+](=O)[O-])c1O. (2) Given the product COc1ccc(Cn2nc(NC3CCN(CCF)CC3)c3c(Oc4ccc(NC(=O)c5ccnn(-c6ccc(F)cc6)c5=O)cc4F)ccnc32)cc1, predict the reactants needed to synthesize it. The reactants are: COc1ccc(Cn2nc(NC3CCN(CCF)CC3)c3c(Oc4ccc(N)cc4F)ccnc32)cc1.O=C(O)c1ccnn(-c2ccc(F)cc2)c1=O. (3) Given the product CCCC(NC1CCc2cc(F)cc(F)c2C1)C(=O)Nc1cn(C(C)(C)CNCC(F)(F)F)cn1, predict the reactants needed to synthesize it. The reactants are: CC(C)(CNCC(F)(F)F)n1cnc(N)c1.CCCC(NC1CCc2cc(F)cc(F)c2C1)C(=O)O.